This data is from Forward reaction prediction with 1.9M reactions from USPTO patents (1976-2016). The task is: Predict the product of the given reaction. (1) Given the reactants [CH3:1][O:2][C:3]1[CH:8]=[C:7]([CH:9]=[O:10])[C:6]([O:11]COC)=[CH:5][N:4]=1.Cl, predict the reaction product. The product is: [OH:11][C:6]1[C:7]([CH:9]=[O:10])=[CH:8][C:3]([O:2][CH3:1])=[N:4][CH:5]=1. (2) Given the reactants [Cl:1][C:2]1[CH:3]=[C:4]([CH:27]=[CH:28][C:29]=1[F:30])[CH2:5][N:6]1[CH:20]=[C:19](C(O)=O)[C:18]2[N:11]3[CH2:12][CH2:13][N:14]([CH3:17])[C:15](=[O:16])[C:10]3=[C:9]([O:24][CH3:25])[C:8]=2[C:7]1=[O:26].C([N:34]([CH:37](C)C)CC)(C)C.C1(P(N=[N+]=[N-])(C2C=CC=CC=2)=[O:47])C=CC=CC=1.ClC1C=CC=CC=1Cl.[C:65]([OH:69])([CH3:68])([CH3:67])[CH3:66], predict the reaction product. The product is: [Cl:1][C:2]1[CH:3]=[C:4]([CH:27]=[CH:28][C:29]=1[F:30])[CH2:5][N:6]1[CH:20]=[C:19]([NH:34][C:37]([O:69][C:65]([CH3:68])([CH3:67])[CH3:66])=[O:47])[C:18]2[N:11]3[CH2:12][CH2:13][N:14]([CH3:17])[C:15](=[O:16])[C:10]3=[C:9]([O:24][CH3:25])[C:8]=2[C:7]1=[O:26]. (3) Given the reactants Cl[C:2]1[N:10]2[CH:11]([C:14]3[CH:19]=[CH:18][CH:17]=[CH:16][N:15]=3)[CH2:12][O:13][C:8]3=[C:9]2[C:4](=[CH:5][CH:6]=[C:7]3[C:20]2[C:21]([CH3:26])=[N:22][O:23][C:24]=2[CH3:25])[N:3]=1.[Cl-].[CH3:28][Zn+], predict the reaction product. The product is: [CH3:26][C:21]1[C:20]([C:7]2[C:8]3[O:13][CH2:12][CH:11]([C:14]4[CH:19]=[CH:18][CH:17]=[CH:16][N:15]=4)[N:10]4[C:2]([CH3:28])=[N:3][C:4]([C:9]=34)=[CH:5][CH:6]=2)=[C:24]([CH3:25])[O:23][N:22]=1. (4) Given the reactants [Br:1][C:2]1[CH:7]=[CH:6][C:5]([O:8][CH3:9])=[C:4]([N+:10]([O-])=O)[CH:3]=1.Cl, predict the reaction product. The product is: [Br:1][C:2]1[CH:7]=[CH:6][C:5]([O:8][CH3:9])=[C:4]([CH:3]=1)[NH2:10].